Dataset: Reaction yield outcomes from USPTO patents with 853,638 reactions. Task: Predict the reaction yield, written as a fraction of the theoretical maximum amount of product (1.0 means a 100% yield; for example, 0.34 means a 34% yield). (1) The reactants are [CH3:1][O:2][C:3]1[CH:8]=[CH:7][CH:6]=[CH:5][N:4]=1.C(NC(C)C)(C)C.C[Si](C[Li])(C)C.C([O:25][B:26](OC(C)C)[O:27]C(C)C)(C)C.[OH-].[Na+]. The catalyst is C1COCC1. The product is [CH3:1][O:2][C:3]1[C:8]([B:26]([OH:27])[OH:25])=[CH:7][CH:6]=[CH:5][N:4]=1. The yield is 0.680. (2) The reactants are C([O:8][C:9](=[O:30])[C@@H:10]([CH2:14][C:15]([N:17]1[C:29]2[CH:28]=[CH:27][CH:26]=[CH:25][C:24]=2[C:23]2[C:18]1=[CH:19][CH:20]=[CH:21][CH:22]=2)=[O:16])[CH2:11][CH2:12][CH3:13])C1C=CC=CC=1. The catalyst is CCOC(C)=O.[Pd]. The product is [CH:28]1[C:29]2[N:17]([C:15](=[O:16])[CH2:14][C@@H:10]([CH2:11][CH2:12][CH3:13])[C:9]([OH:30])=[O:8])[C:18]3[C:23](=[CH:22][CH:21]=[CH:20][CH:19]=3)[C:24]=2[CH:25]=[CH:26][CH:27]=1. The yield is 0.840. (3) The reactants are [Br:1][C:2]1[CH:3]=[C:4]([N:9]2[C:13](=[O:14])[O:12][N:11]=[C:10]2[C:15]2[C:19]([NH:20][CH2:21][CH2:22][OH:23])=[N:18][O:17][N:16]=2)[CH:5]=[CH:6][C:7]=1[F:8].[CH3:24][S:25](Cl)(=[O:27])=[O:26].C(N(CC)CC)C. The catalyst is C(OCC)(=O)C. The product is [CH3:24][S:25]([O:23][CH2:22][CH2:21][NH:20][C:19]1[C:15]([C:10]2[N:9]([C:4]3[CH:5]=[CH:6][C:7]([F:8])=[C:2]([Br:1])[CH:3]=3)[C:13](=[O:14])[O:12][N:11]=2)=[N:16][O:17][N:18]=1)(=[O:27])=[O:26]. The yield is 1.00. (4) The reactants are [CH:1]([O:3][CH2:4][CH:5]([CH3:7])[CH3:6])=[CH2:2].[O:8]1[C:12]([C:13]([OH:15])=[O:14])=[CH:11][CH:10]=[C:9]1[C:16]([OH:18])=[O:17]. The catalyst is P(=O)(O)(O)O. The product is [CH:1]([O:3][CH2:4][CH:5]([CH3:7])[CH3:6])=[CH2:2].[O:8]1[C:12]([C:13]([OH:15])=[O:14])=[CH:11][CH:10]=[C:9]1[C:16]([OH:18])=[O:17]. The yield is 0.560. (5) The reactants are F[C:2]1[CH:7]=[CH:6][C:5]([S:8]([C:11]2[CH:16]=[CH:15][CH:14]=[CH:13][CH:12]=2)(=[O:10])=[O:9])=[C:4]([N+:17]([O-:19])=[O:18])[CH:3]=1.[NH:20]1[CH2:25][CH2:24][NH:23][CH2:22][CH2:21]1.C(=O)([O-])[O-].[K+].[K+].O. The catalyst is C(#N)C.C(Cl)Cl. The product is [N+:17]([C:4]1[CH:3]=[C:2]([N:20]2[CH2:25][CH2:24][NH:23][CH2:22][CH2:21]2)[CH:7]=[CH:6][C:5]=1[S:8]([C:11]1[CH:16]=[CH:15][CH:14]=[CH:13][CH:12]=1)(=[O:10])=[O:9])([O-:19])=[O:18]. The yield is 0.920. (6) The yield is 0.910. The reactants are [OH:1][C:2]([C:33]1[S:34][CH:35]=[CH:36][CH:37]=1)([C:28]1[S:29][CH:30]=[CH:31][CH:32]=1)[C:3]([O:5][C@H:6]1[CH2:11][CH2:10][C@H:9]([N:12]([CH2:14][CH2:15][CH2:16][N:17]2[C:21]3[CH:22]=[CH:23][C:24]([CH:26]=O)=[CH:25][C:20]=3[N:19]=[N:18]2)[CH3:13])[CH2:8][CH2:7]1)=[O:4].C(O)(=O)C.[NH2:42][CH2:43][C@@H:44]([C:53]1[CH:62]=[CH:61][C:60]([OH:63])=[C:59]2[C:54]=1[CH:55]=[CH:56][C:57](=[O:64])[NH:58]2)[O:45][Si:46]([C:49]([CH3:52])([CH3:51])[CH3:50])([CH3:48])[CH3:47].C(N(C(C)C)CC)(C)C.C(O[BH-](OC(=O)C)OC(=O)C)(=O)C.[Na+]. The product is [OH:1][C:2]([C:28]1[S:29][CH:30]=[CH:31][CH:32]=1)([C:33]1[S:34][CH:35]=[CH:36][CH:37]=1)[C:3]([O:5][C@H:6]1[CH2:7][CH2:8][C@H:9]([N:12]([CH2:14][CH2:15][CH2:16][N:17]2[C:21]3[CH:22]=[CH:23][C:24]([CH2:26][NH:42][CH2:43][C@H:44]([O:45][Si:46]([C:49]([CH3:52])([CH3:51])[CH3:50])([CH3:48])[CH3:47])[C:53]4[CH:62]=[CH:61][C:60]([OH:63])=[C:59]5[C:54]=4[CH:55]=[CH:56][C:57](=[O:64])[NH:58]5)=[CH:25][C:20]=3[N:19]=[N:18]2)[CH3:13])[CH2:10][CH2:11]1)=[O:4]. The catalyst is CO.C1COCC1.C(Cl)(Cl)Cl.